This data is from Full USPTO retrosynthesis dataset with 1.9M reactions from patents (1976-2016). The task is: Predict the reactants needed to synthesize the given product. (1) Given the product [Br:8][C:6]1[CH:7]=[C:2]([Br:1])[C:3]2[N:4]([CH:11]=[C:12]([CH3:13])[N:9]=2)[CH:5]=1, predict the reactants needed to synthesize it. The reactants are: [Br:1][C:2]1[C:3]([NH2:9])=[N:4][CH:5]=[C:6]([Br:8])[CH:7]=1.Cl[CH2:11][C:12](=O)[CH3:13]. (2) Given the product [N+:25]([C:28]1[CH:29]=[C:30]([C:37]2[CH:42]=[CH:41][CH:40]=[CH:39][CH:38]=2)[CH:31]=[CH:32][C:33]=1[C:34]([NH:44][C:45]1([C:53]([O:55][CH3:56])=[O:54])[CH2:52][CH2:51][CH2:50][CH2:49][CH2:48][CH2:47][CH2:46]1)=[O:36])([O-:27])=[O:26], predict the reactants needed to synthesize it. The reactants are: CN(C(ON1N=NC2C=CC=NC1=2)=[N+](C)C)C.F[P-](F)(F)(F)(F)F.[N+:25]([C:28]1[CH:29]=[C:30]([C:37]2[CH:42]=[CH:41][CH:40]=[CH:39][CH:38]=2)[CH:31]=[CH:32][C:33]=1[C:34]([OH:36])=O)([O-:27])=[O:26].Cl.[NH2:44][C:45]1([C:53]([O:55][CH3:56])=[O:54])[CH2:52][CH2:51][CH2:50][CH2:49][CH2:48][CH2:47][CH2:46]1.C(N(C(C)C)CC)(C)C. (3) The reactants are: [N+:1]([C:4]1[CH:5]=[N:6][N:7]([CH2:9][CH:10]2[CH2:12][O:11]2)[CH:8]=1)([O-:3])=[O:2].[CH3:13][NH:14][CH3:15]. Given the product [CH3:13][N:14]([CH3:15])[CH2:12][CH:10]([OH:11])[CH2:9][N:7]1[CH:8]=[C:4]([N+:1]([O-:3])=[O:2])[CH:5]=[N:6]1, predict the reactants needed to synthesize it. (4) The reactants are: [Br:1][C:2]1[CH:3]=[C:4]([CH3:12])[C:5]([F:11])=[C:6]([B:8]([OH:10])[OH:9])[CH:7]=1.[CH3:13][N:14]([CH2:19][C:20](O)=[O:21])[CH2:15][C:16](O)=[O:17].C1(C)C=CC=CC=1.CS(C)=O. Given the product [Br:1][C:2]1[CH:3]=[C:4]([CH3:12])[C:5]([F:11])=[C:6]([B:8]2[O:10][C:20](=[O:21])[CH2:19][N:14]([CH3:13])[CH2:15][C:16](=[O:17])[O:9]2)[CH:7]=1, predict the reactants needed to synthesize it. (5) Given the product [OH:7][CH2:6][CH:3]1[CH2:4][CH2:5][S:1](=[O:10])(=[O:9])[CH2:2]1, predict the reactants needed to synthesize it. The reactants are: [S:1]1(=[O:10])(=[O:9])[CH2:5][CH2:4][CH:3]([C:6](O)=[O:7])[CH2:2]1.CN1CCOCC1.ClC(OCC)=O.